Dataset: Full USPTO retrosynthesis dataset with 1.9M reactions from patents (1976-2016). Task: Predict the reactants needed to synthesize the given product. (1) Given the product [C:16]([O:11][CH:10]([CH:12]=[CH2:13])[CH2:9][O:8][CH2:1][C:2]1[CH:7]=[CH:6][CH:5]=[CH:4][CH:3]=1)(=[O:18])[CH3:17], predict the reactants needed to synthesize it. The reactants are: [CH2:1]([O:8][CH2:9][CH:10]=[O:11])[C:2]1[CH:7]=[CH:6][CH:5]=[CH:4][CH:3]=1.[CH:12]([Mg]Br)=[CH2:13].[C:16](OC(=O)C)(=[O:18])[CH3:17].O. (2) Given the product [Cl-:9].[C:36]([CH2:35][O:34][C:32](=[O:33])[CH2:31][C:13]1[CH:14]=[C:15]([S+:18]2[C:19]3[CH:30]=[CH:29][CH:28]=[CH:27][C:20]=3[C:21]3[CH:26]=[CH:25][CH:24]=[CH:23][C:22]2=3)[CH:16]=[CH:17][C:12]=1[O:11][CH3:10])([OH:38])=[O:37], predict the reactants needed to synthesize it. The reactants are: OS(C(F)(F)F)(=O)=O.[Cl-:9].[CH3:10][O:11][C:12]1[CH:17]=[CH:16][C:15]([S+:18]2[C:22]3[CH:23]=[CH:24][CH:25]=[CH:26][C:21]=3[C:20]3[CH:27]=[CH:28][CH:29]=[CH:30][C:19]2=3)=[CH:14][C:13]=1[CH2:31][C:32]([O:34][CH2:35][C:36]([O:38]C1(C)C2CC3CC(CC1C3)C2)=[O:37])=[O:33]. (3) Given the product [NH:2]1[C:4]2[C:9](=[CH:8][CH:7]=[CH:6][CH:5]=2)[CH:11]=[CH:1]1, predict the reactants needed to synthesize it. The reactants are: [CH3:1][N:2]([C:4]1[CH:9]=[CH:8][CH:7]=[CH:6][CH:5]=1)N.F[C:11]1C=C(Br)C=CC=1CCC(=O)C.C(O)C.Cl. (4) Given the product [NH2:1][C:2]1[C:11]2[CH:10]=[CH:9][CH:8]=[C:7]([C:20]3[C:21]([O:25][CH3:26])=[CH:22][CH:23]=[CH:24][C:19]=3[F:18])[C:6]=2[N:5]=[C:4]2[CH2:13][N:14]([CH3:17])[C:15](=[O:16])[C:3]=12, predict the reactants needed to synthesize it. The reactants are: [NH2:1][C:2]1[C:11]2[CH:10]=[CH:9][CH:8]=[C:7](Br)[C:6]=2[N:5]=[C:4]2[CH2:13][N:14]([CH3:17])[C:15](=[O:16])[C:3]=12.[F:18][C:19]1[CH:24]=[CH:23][CH:22]=[C:21]([O:25][CH3:26])[C:20]=1B(O)O.